From a dataset of Full USPTO retrosynthesis dataset with 1.9M reactions from patents (1976-2016). Predict the reactants needed to synthesize the given product. Given the product [ClH:49].[ClH:49].[ClH:49].[NH2:41][C:37]1([C:34]2[CH:33]=[CH:32][C:31]([N:30]3[C:11]4=[N:12][C:13]([C:16]5[CH:21]=[CH:20][CH:19]=[C:18]([N:22]6[CH2:27][CH2:26][S:25](=[O:28])(=[O:29])[CH2:24][CH2:23]6)[CH:17]=5)=[CH:14][CH:15]=[C:10]4[N:9]=[C:8]3[C:7]3[C:2]([NH2:1])=[N:3][CH:4]=[CH:5][CH:6]=3)=[CH:36][CH:35]=2)[CH2:40][CH2:39][CH2:38]1, predict the reactants needed to synthesize it. The reactants are: [NH2:1][C:2]1[C:7]([C:8]2[N:30]([C:31]3[CH:36]=[CH:35][C:34]([C:37]4([NH:41]C(=O)OC(C)(C)C)[CH2:40][CH2:39][CH2:38]4)=[CH:33][CH:32]=3)[C:11]3=[N:12][C:13]([C:16]4[CH:21]=[CH:20][CH:19]=[C:18]([N:22]5[CH2:27][CH2:26][S:25](=[O:29])(=[O:28])[CH2:24][CH2:23]5)[CH:17]=4)=[CH:14][CH:15]=[C:10]3[N:9]=2)=[CH:6][CH:5]=[CH:4][N:3]=1.[ClH:49].O1CCOCC1.